From a dataset of Forward reaction prediction with 1.9M reactions from USPTO patents (1976-2016). Predict the product of the given reaction. Given the reactants [Cl:1][C:2]1[CH:3]=[CH:4][CH:5]=[C:6]2[C:11]=1[N:10]=[C:9]([C:12]1[CH:17]=[CH:16][CH:15]=[C:14]([CH3:18])[N:13]=1)[C:8]([C@@H:19]([NH2:21])[CH3:20])=[CH:7]2.C(O)CCC.Br[C:28]1[N:36]=[CH:35][N:34]=[C:33]2[C:29]=1[NH:30][CH:31]=[N:32]2.C(N(CC)C(C)C)(C)C, predict the reaction product. The product is: [Cl:1][C:2]1[CH:3]=[CH:4][CH:5]=[C:6]2[C:11]=1[N:10]=[C:9]([C:12]1[CH:17]=[CH:16][CH:15]=[C:14]([CH3:18])[N:13]=1)[C:8]([C@@H:19]([NH:21][C:28]1[N:36]=[CH:35][N:34]=[C:33]3[C:29]=1[N:30]=[CH:31][NH:32]3)[CH3:20])=[CH:7]2.